Dataset: Forward reaction prediction with 1.9M reactions from USPTO patents (1976-2016). Task: Predict the product of the given reaction. Given the reactants [C:1]12([C:11]3[CH:21]=[CH:20][C:14]([O:15][CH2:16][C:17](O)=[O:18])=[CH:13][CH:12]=3)[CH2:10][CH:5]3[CH2:6][CH:7]([CH2:9][CH:3]([CH2:4]3)[CH2:2]1)[CH2:8]2.[NH2:22][C:23]1[CH:24]=[C:25]([OH:29])[CH:26]=[CH:27][CH:28]=1.C1CN([P+](ON2N=NC3C=CC=CC2=3)(N2CCCC2)N2CCCC2)CC1.F[P-](F)(F)(F)(F)F.C(N(CC)C(C)C)(C)C, predict the reaction product. The product is: [C:1]12([C:11]3[CH:21]=[CH:20][C:14]([O:15][CH2:16][C:17]([NH:22][C:23]4[CH:28]=[CH:27][CH:26]=[C:25]([OH:29])[CH:24]=4)=[O:18])=[CH:13][CH:12]=3)[CH2:2][CH:3]3[CH2:9][CH:7]([CH2:6][CH:5]([CH2:4]3)[CH2:10]1)[CH2:8]2.